From a dataset of Forward reaction prediction with 1.9M reactions from USPTO patents (1976-2016). Predict the product of the given reaction. (1) The product is: [O:29]1[CH2:24][CH2:25][C@@H:20]([O:19][C:17]([N:14]2[CH2:15][CH2:16][N:11]([C:8]3[CH:9]=[CH:10][N:5]4[N:4]=[CH:3][C:2]([Br:1])=[C:6]4[N:7]=3)[CH2:12][CH2:13]2)=[O:18])[CH2:21]1. Given the reactants [Br:1][C:2]1[CH:3]=[N:4][N:5]2[CH:10]=[CH:9][C:8]([N:11]3[CH2:16][CH2:15][N:14]([C:17]([O:19][C:20]4[CH:25]=[CH:24]C([N+]([O-])=O)=C[CH:21]=4)=[O:18])[CH2:13][CH2:12]3)=[N:7][C:6]=12.[O:29]1CC[C@@H](O)C1.[H-].[Na+], predict the reaction product. (2) Given the reactants [CH2:1]([C:3]1([C:12]2[CH:13]=[C:14]([CH:49]=[CH:50][CH:51]=2)[O:15][C:16]2[CH:23]=[C:22]([CH2:24][C:25]3[N:26]=[CH:27][N:28](C(C4C=CC=CC=4)(C4C=CC=CC=4)C4C=CC=CC=4)[CH:29]=3)[CH:21]=[CH:20][C:17]=2[C:18]#[N:19])[CH2:9][CH2:8][CH2:7][CH2:6][N:5]([CH3:10])[C:4]1=[O:11])[CH3:2].C([SiH](CC)CC)C.C(O)(C(F)(F)F)=O.C(Cl)[Cl:67], predict the reaction product. The product is: [ClH:67].[CH2:1]([C:3]1([C:12]2[CH:13]=[C:14]([CH:49]=[CH:50][CH:51]=2)[O:15][C:16]2[CH:23]=[C:22]([CH2:24][C:25]3[NH:26][CH:27]=[N:28][CH:29]=3)[CH:21]=[CH:20][C:17]=2[C:18]#[N:19])[CH2:9][CH2:8][CH2:7][CH2:6][N:5]([CH3:10])[C:4]1=[O:11])[CH3:2]. (3) Given the reactants [O:1]([C:8]1[CH:13]=[CH:12][C:11]([CH2:14][C:15]([OH:17])=O)=[CH:10][CH:9]=1)[C:2]1[CH:7]=[CH:6][CH:5]=[CH:4][CH:3]=1.Cl.CN(C)CCCN=C=NCC.[C:30]1([CH3:45])[CH:35]=[CH:34][CH:33]=[CH:32][C:31]=1[CH:36]([N:38]1[CH2:43][CH:42]2[CH2:44][CH:39]1[CH2:40][NH:41]2)[CH3:37], predict the reaction product. The product is: [O:1]([C:8]1[CH:9]=[CH:10][C:11]([CH2:14][C:15]([N:41]2[CH2:40][CH:39]3[CH2:44][CH:42]2[CH2:43][N:38]3[CH:36]([C:31]2[CH:32]=[CH:33][CH:34]=[CH:35][C:30]=2[CH3:45])[CH3:37])=[O:17])=[CH:12][CH:13]=1)[C:2]1[CH:3]=[CH:4][CH:5]=[CH:6][CH:7]=1. (4) Given the reactants Cl[C:2]1[N:12]=[C:11]([O:13][CH2:14][CH3:15])[CH:10]=[CH:9][C:3]=1[C:4]([O:6][CH2:7][CH3:8])=[O:5].[Br-].[CH2:17]([Zn+])[CH2:18][CH3:19], predict the reaction product. The product is: [CH2:14]([O:13][C:11]1[CH:10]=[CH:9][C:3]([C:4]([O:6][CH2:7][CH3:8])=[O:5])=[C:2]([CH2:17][CH2:18][CH3:19])[N:12]=1)[CH3:15].